From a dataset of Reaction yield outcomes from USPTO patents with 853,638 reactions. Predict the reaction yield, written as a fraction of the theoretical maximum amount of product (1.0 means a 100% yield; for example, 0.34 means a 34% yield). (1) The reactants are C[O:2][CH:3](OC)[C:4]1[CH:30]=[CH:29][C:7]([C:8]([NH:10][N:11]([C:19](=[O:28])[C:20]2[CH:25]=[C:24]([CH3:26])[CH:23]=[C:22]([CH3:27])[CH:21]=2)[C@H:12]([CH2:17][CH3:18])[C:13]([CH3:16])([CH3:15])[CH3:14])=[O:9])=[CH:6][C:5]=1[B:31]1[O:35][C:34]([CH3:37])([CH3:36])[C:33]([CH3:39])([CH3:38])[O:32]1.CC1C=CC(S([O-])(=O)=O)=CC=1.C1C=C[NH+]=CC=1. The catalyst is CC(C)=O. The product is [CH3:26][C:24]1[CH:25]=[C:20]([CH:21]=[C:22]([CH3:27])[CH:23]=1)[C:19]([N:11]([C@H:12]([CH2:17][CH3:18])[C:13]([CH3:15])([CH3:14])[CH3:16])[NH:10][C:8](=[O:9])[C:7]1[CH:29]=[CH:30][C:4]([CH:3]=[O:2])=[C:5]([B:31]2[O:32][C:33]([CH3:38])([CH3:39])[C:34]([CH3:36])([CH3:37])[O:35]2)[CH:6]=1)=[O:28]. The yield is 0.960. (2) The reactants are [CH3:1][O:2][C:3]1[CH:8]=[CH:7][C:6]([CH:9]([O:20][C:21]([C:23]2([CH3:36])[CH2:28][CH2:27][N:26](C(OC(C)(C)C)=O)[CH2:25][CH2:24]2)=O)[C:10]([C:12]2[CH:17]=[CH:16][C:15]([O:18][CH3:19])=[CH:14][CH:13]=2)=O)=[CH:5][CH:4]=1.C([O-])(=O)C.[NH4+:41].[OH-].[Na+].C(=O)(O)[O-].[Na+]. The catalyst is C(O)(=O)C. The product is [CH3:19][O:18][C:15]1[CH:16]=[CH:17][C:12]([C:10]2[N:41]=[C:21]([C:23]3([CH3:36])[CH2:28][CH2:27][NH:26][CH2:25][CH2:24]3)[O:20][C:9]=2[C:6]2[CH:7]=[CH:8][C:3]([O:2][CH3:1])=[CH:4][CH:5]=2)=[CH:13][CH:14]=1. The yield is 0.950. (3) The reactants are [Br:1][C:2]1[CH:17]=[CH:16][C:5]([O:6][C:7]2[CH:14]=[CH:13][C:10]([C:11]#[N:12])=[CH:9][C:8]=2[Cl:15])=[CH:4][C:3]=1[CH:18]=[O:19].[BH4-].[Na+]. The catalyst is CO. The product is [Br:1][C:2]1[CH:17]=[CH:16][C:5]([O:6][C:7]2[CH:14]=[CH:13][C:10]([C:11]#[N:12])=[CH:9][C:8]=2[Cl:15])=[CH:4][C:3]=1[CH2:18][OH:19]. The yield is 0.850. (4) The reactants are [N+:1]([C:4]1[CH:9]=[CH:8][CH:7]=[CH:6][C:5]=1[C:10]1[C:11]2[NH:15][C:14]([C:16]([C:52]3[CH:57]=[CH:56][CH:55]=[CH:54][C:53]=3[N+:58]([O-])=O)=[C:17]3[N:51]=[C:20]([C:21]([C:42]4[CH:47]=[CH:46][CH:45]=[CH:44][C:43]=4[N+:48]([O-])=O)=[C:22]4[NH:41][C:25](=[C:26]([C:32]5[CH:37]=[CH:36][CH:35]=[CH:34][C:33]=5[N+:38]([O-])=O)[C:27]5[CH:28]=[CH:29][C:30]=1[N:31]=5)[CH:24]=[CH:23]4)[CH:19]=[CH:18]3)=[CH:13][CH:12]=2)([O-])=O.O.O.[Sn](Cl)Cl.N. The catalyst is Cl. The product is [NH2:58][C:53]1[CH:54]=[CH:55][CH:56]=[CH:57][C:52]=1[C:16]1[C:14]2[NH:15][C:11]([C:10]([C:5]3[CH:6]=[CH:7][CH:8]=[CH:9][C:4]=3[NH2:1])=[C:30]3[N:31]=[C:27]([C:26]([C:32]4[CH:37]=[CH:36][CH:35]=[CH:34][C:33]=4[NH2:38])=[C:25]4[NH:41][C:22](=[C:21]([C:42]5[CH:47]=[CH:46][CH:45]=[CH:44][C:43]=5[NH2:48])[C:20]5[CH:19]=[CH:18][C:17]=1[N:51]=5)[CH:23]=[CH:24]4)[CH:28]=[CH:29]3)=[CH:12][CH:13]=2. The yield is 0.900.